Dataset: Reaction yield outcomes from USPTO patents with 853,638 reactions. Task: Predict the reaction yield, written as a fraction of the theoretical maximum amount of product (1.0 means a 100% yield; for example, 0.34 means a 34% yield). (1) The reactants are [Cl:1][C:2]1[CH:7]=[CH:6][C:5](/[CH:8]=[CH:9]/[N+:10]([O-])=O)=[C:4]([O:13][CH3:14])[CH:3]=1.[H-].[H-].[H-].[H-].[Li+].[Al+3]. The catalyst is C1COCC1. The product is [Cl:1][C:2]1[CH:7]=[CH:6][C:5]([CH2:8][CH2:9][NH2:10])=[C:4]([O:13][CH3:14])[CH:3]=1. The yield is 0.751. (2) The reactants are [Cl:1][C:2]1[CH:19]=[C:18]([Cl:20])[CH:17]=[CH:16][C:3]=1[CH2:4][N:5]([CH3:15])[CH2:6][C:7]([C:9]1[CH:14]=[CH:13][CH:12]=[CH:11][CH:10]=1)=[O:8].[BH4-].[Na+]. No catalyst specified. The product is [Cl:1][C:2]1[CH:19]=[C:18]([Cl:20])[CH:17]=[CH:16][C:3]=1[CH2:4][N:5]([CH3:15])[CH2:6][CH:7]([C:9]1[CH:14]=[CH:13][CH:12]=[CH:11][CH:10]=1)[OH:8]. The yield is 1.00. (3) The reactants are [H-].[Na+].[Cl:3][C:4]1[CH:5]=[CH:6][C:7]([NH:10][C:11](=[O:18])[C@@H:12]([OH:17])[CH2:13][O:14][CH2:15][CH3:16])=[N:8][CH:9]=1.Cl[C:20]1[N:25]=[CH:24][N:23]=[C:22]2[N:26]([C:29]3[C:30]([CH3:35])=[N:31][CH:32]=[CH:33][CH:34]=3)[N:27]=[CH:28][C:21]=12.C(O)(=O)CC(CC(O)=O)(C(O)=O)O. The catalyst is C1COCC1. The product is [Cl:3][C:4]1[CH:5]=[CH:6][C:7]([NH:10][C:11](=[O:18])[C@@H:12]([O:17][C:20]2[N:25]=[CH:24][N:23]=[C:22]3[N:26]([C:29]4[C:30]([CH3:35])=[N:31][CH:32]=[CH:33][CH:34]=4)[N:27]=[CH:28][C:21]=23)[CH2:13][O:14][CH2:15][CH3:16])=[N:8][CH:9]=1. The yield is 0.118. (4) The reactants are [Br:1][C:2]1[CH:3]=[CH:4][C:5]2[CH:13]3[CH:9]([C:10]([C:14]4[CH:19]=[CH:18][C:17]([O:20][C:21]([F:24])([F:23])[F:22])=[CH:16][CH:15]=4)=[N:11][O:12]3)[CH2:8][CH2:7][C:6]=2[CH:25]=1.C(C1C(=O)C(Cl)=C(Cl)C(=O)C=1C#N)#N. The catalyst is C1(C)C=CC=CC=1. The product is [Br:1][C:2]1[CH:3]=[CH:4][C:5]2[C:13]3[O:12][N:11]=[C:10]([C:14]4[CH:15]=[CH:16][C:17]([O:20][C:21]([F:22])([F:24])[F:23])=[CH:18][CH:19]=4)[C:9]=3[CH2:8][CH2:7][C:6]=2[CH:25]=1. The yield is 0.430. (5) The reactants are [Br:1][C:2]1[CH:10]=[CH:9][C:5]([C:6]([NH2:8])=[O:7])=[C:4]([OH:11])[CH:3]=1.[F:12][C:13]1[CH:14]=[C:15]([CH:24]=[CH:25][C:26]=1[F:27])[CH2:16][N:17]1[CH2:22][CH2:21][C:20](=O)[CH2:19][CH2:18]1.O.C1(C)C=CC(S(O)(=O)=O)=CC=1.C(=O)([O-])[O-].[Na+].[Na+]. The catalyst is C(OCC)(=O)C.C1(C)C=CC=CC=1. The product is [Br:1][C:2]1[CH:10]=[CH:9][C:5]2[C:6](=[O:7])[NH:8][C:20]3([O:11][C:4]=2[CH:3]=1)[CH2:21][CH2:22][N:17]([CH2:16][C:15]1[CH:24]=[CH:25][C:26]([F:27])=[C:13]([F:12])[CH:14]=1)[CH2:18][CH2:19]3. The yield is 0.470. (6) The reactants are C[Si]([N-][Si](C)(C)C)(C)C.[Li+].[CH3:11][O:12][C:13](=[O:26])[CH2:14][NH:15][C:16]([O:18][CH2:19][C:20]1[CH:25]=[CH:24][CH:23]=[CH:22][CH:21]=1)=[O:17].[C:27](Cl)(=[O:41])/[CH:28]=[CH:29]/[CH2:30][CH2:31][CH2:32][CH2:33][CH2:34][CH2:35][CH2:36][CH2:37][CH2:38][CH2:39][CH3:40]. The catalyst is C1COCC1. The product is [CH2:19]([O:18][C:16]([N:15]([CH2:14][C:13]([O:12][CH3:11])=[O:26])[C:27](=[O:41])/[CH:28]=[CH:29]/[CH2:30][CH2:31][CH2:32][CH2:33][CH2:34][CH2:35][CH2:36][CH2:37][CH2:38][CH2:39][CH3:40])=[O:17])[C:20]1[CH:25]=[CH:24][CH:23]=[CH:22][CH:21]=1. The yield is 0.662. (7) The reactants are Br[C:2]1[CH:3]=[CH:4][C:5]2[O:9][CH:8]=[CH:7][C:6]=2[CH:10]=1.[Br-].[CH2:12]([Zn+])[CH:13]([CH3:15])[CH3:14]. The catalyst is C1COCC1.C(OCC)(=O)C.CC(C)([P](C(C)(C)C)([Pd][P](C(C)(C)C)(C(C)(C)C)C(C)(C)C)C(C)(C)C)C. The product is [CH2:12]([C:2]1[CH:3]=[CH:4][C:5]2[O:9][CH:8]=[CH:7][C:6]=2[CH:10]=1)[CH:13]([CH3:15])[CH3:14]. The yield is 0.740. (8) The reactants are [Br:1][C:2]1[CH:7]=[CH:6][C:5]([CH:8]2[C:16]3[C:11](=[CH:12][CH:13]=[CH:14][CH:15]=3)[N:10]([CH2:17][C:18]3[O:19][C:20]([C:23]([F:26])([F:25])[F:24])=[CH:21][CH:22]=3)[C:9]2=[O:27])=[C:4]([OH:28])[CH:3]=1.Cl[CH2:30]I.C(=O)([O-])[O-].[Cs+].[Cs+]. The catalyst is O1CCCC1. The product is [Br:1][C:2]1[CH:7]=[CH:6][C:5]2[C:8]3([CH2:30][O:28][C:4]=2[CH:3]=1)[C:16]1[C:11](=[CH:12][CH:13]=[CH:14][CH:15]=1)[N:10]([CH2:17][C:18]1[O:19][C:20]([C:23]([F:26])([F:25])[F:24])=[CH:21][CH:22]=1)[C:9]3=[O:27]. The yield is 0.780.